This data is from Reaction yield outcomes from USPTO patents with 853,638 reactions. The task is: Predict the reaction yield, written as a fraction of the theoretical maximum amount of product (1.0 means a 100% yield; for example, 0.34 means a 34% yield). (1) The product is [F:1][C:2]1[CH:3]=[CH:4][C:5]([NH:13][CH:14]2[C:15]([C:32]([F:33])([F:35])[F:34])([OH:31])[CH2:16][C:17]([CH3:30])([CH3:29])[C:18]3[C:19]([OH:27])=[C:20]([CH:24]([CH3:26])[CH3:25])[CH:21]=[CH:22][C:23]2=3)=[C:6]2[C:11]=1[N:10]=[C:9]([CH3:12])[N:8]=[CH:7]2. The catalyst is ClCCl. The yield is 0.282. The reactants are [F:1][C:2]1[CH:3]=[CH:4][C:5]([NH:13][CH:14]2[C:23]3[C:18](=[C:19]([O:27]C)[C:20]([CH:24]([CH3:26])[CH3:25])=[CH:21][CH:22]=3)[C:17]([CH3:30])([CH3:29])[CH2:16][C:15]2([C:32]([F:35])([F:34])[F:33])[OH:31])=[C:6]2[C:11]=1[N:10]=[C:9]([CH3:12])[N:8]=[CH:7]2.B(Br)(Br)Br. (2) The reactants are C([C:5]1[N:6]([CH2:17][C@@H:18]2[CH2:22][O:21][C:20]([CH3:24])([CH3:23])[O:19]2)[C:7]2[C:12]([CH:13]=1)=[CH:11][C:10]([N+:14]([O-])=O)=[CH:9][CH:8]=2)(C)(C)C.C([O-])=O.[NH4+]. The catalyst is C(O)C.O.[Pd]. The product is [CH3:23][C:20]1([CH3:24])[O:19][CH:18]([CH2:17][N:6]2[C:7]3[C:12](=[CH:11][C:10]([NH2:14])=[CH:9][CH:8]=3)[CH:13]=[CH:5]2)[CH2:22][O:21]1. The yield is 0.980. (3) The reactants are [Li]CCCC.[CH3:6][C:7]1[C:11]([C:12](=[O:14])[CH3:13])=[CH:10][O:9][N:8]=1.[F:15][C:16]1[CH:21]=[C:20]([F:22])[CH:19]=[CH:18][C:17]=1/[C:23](=[N:25]/[S@@:26]([C:28]([CH3:31])([CH3:30])[CH3:29])=[O:27])/[CH3:24]. The catalyst is C1COCC1. The product is [F:15][C:16]1[CH:21]=[C:20]([F:22])[CH:19]=[CH:18][C:17]=1[C@@:23]([NH:25][S@@:26]([C:28]([CH3:29])([CH3:31])[CH3:30])=[O:27])([CH2:13][C:12]([C:11]1[C:7]([CH3:6])=[N:8][O:9][CH:10]=1)=[O:14])[CH3:24]. The yield is 0.490. (4) The reactants are [C:1](OC(=O)C)(=O)C.C(O)(=O)C.[F:12][C:13]1[CH:14]=[C:15]([CH:25]=[CH:26][CH:27]=1)[CH2:16][O:17][C:18]1[CH:23]=[CH:22][C:21]([NH2:24])=[CH:20][CH:19]=1.Cl. The catalyst is O1CCCC1.CO. The product is [F:12][C:13]1[CH:14]=[C:15]([CH:25]=[CH:26][CH:27]=1)[CH2:16][O:17][C:18]1[CH:23]=[CH:22][C:21]([NH:24][CH3:1])=[CH:20][CH:19]=1. The yield is 0.760. (5) The catalyst is C(O)(=O)C. The reactants are C([O:3][C:4]1[C:5](=O)[CH:6]([C:10](=O)[C:11]([O:13][CH2:14][CH3:15])=[O:12])[CH2:7][CH2:8][CH:9]=1)C.[CH3:18][NH:19][NH2:20]. The yield is 0.630. The product is [CH3:18][N:19]1[C:5]2[C:4](=[O:3])[CH2:9][CH2:8][CH2:7][C:6]=2[C:10]([C:11]([O:13][CH2:14][CH3:15])=[O:12])=[N:20]1. (6) The reactants are [F:1][C:2]1[CH:7]=[C:6]([I:8])[CH:5]=[CH:4][C:3]=1[NH:9][C:10]1[C:11]([C:15]([O:17]C)=[O:16])=[CH:12][S:13][CH:14]=1.[OH-].[K+]. The catalyst is C(O)C.O.O. The product is [F:1][C:2]1[CH:7]=[C:6]([I:8])[CH:5]=[CH:4][C:3]=1[NH:9][C:10]1[C:11]([C:15]([OH:17])=[O:16])=[CH:12][S:13][CH:14]=1. The yield is 0.830. (7) The reactants are Cl[CH2:2][C:3]([NH:5][C:6]1[N:7]=[C:8]2[CH:13]=[CH:12][C:11]([O:14][C:15]3[CH:16]=[C:17]([NH:21][C:22](=[O:33])[C:23]4[CH:28]=[CH:27][CH:26]=[C:25]([C:29]([F:32])([F:31])[F:30])[CH:24]=4)[CH:18]=[CH:19][CH:20]=3)=[N:10][N:9]2[CH:34]=1)=[O:4].[CH3:35][NH2:36].CO. The catalyst is C(#N)C. The product is [CH3:35][NH:36][CH2:2][C:3]([NH:5][C:6]1[N:7]=[C:8]2[CH:13]=[CH:12][C:11]([O:14][C:15]3[CH:16]=[C:17]([NH:21][C:22](=[O:33])[C:23]4[CH:28]=[CH:27][CH:26]=[C:25]([C:29]([F:32])([F:31])[F:30])[CH:24]=4)[CH:18]=[CH:19][CH:20]=3)=[N:10][N:9]2[CH:34]=1)=[O:4]. The yield is 0.250.